From a dataset of Full USPTO retrosynthesis dataset with 1.9M reactions from patents (1976-2016). Predict the reactants needed to synthesize the given product. Given the product [F:13][C:14]1[C:19]([CH:1]=[O:36])=[C:18]([F:20])[CH:17]=[CH:16][C:15]=1[NH:21][S:22]([C:25]1[CH:30]=[CH:29][C:28]([C:31]([F:34])([F:32])[F:33])=[CH:27][CH:26]=1)(=[O:23])=[O:24], predict the reactants needed to synthesize it. The reactants are: [CH:1](NC(C)C)(C)C.C([Li])CCC.[F:13][C:14]1[CH:19]=[C:18]([F:20])[CH:17]=[CH:16][C:15]=1[NH:21][S:22]([C:25]1[CH:30]=[CH:29][C:28]([C:31]([F:34])([F:33])[F:32])=[CH:27][CH:26]=1)(=[O:24])=[O:23].Cl.[OH2:36].